Dataset: Full USPTO retrosynthesis dataset with 1.9M reactions from patents (1976-2016). Task: Predict the reactants needed to synthesize the given product. (1) Given the product [OH:8][C@H:9]1[CH2:14][CH2:13][C@@H:12]([NH:15][C:16](=[O:22])[O:17][C:18]([CH3:20])([CH3:19])[CH3:21])[CH2:11][C@H:10]1[CH3:23], predict the reactants needed to synthesize it. The reactants are: C([O:8][C@@H:9]1[CH2:14][CH2:13][C@@H:12]([NH:15][C:16](=[O:22])[O:17][C:18]([CH3:21])([CH3:20])[CH3:19])[CH2:11][C@@H:10]1[CH3:23])C1C=CC=CC=1. (2) Given the product [O:12]1[CH2:13][CH2:14][N:9]([C:2]2[N:7]=[C:6]([NH2:8])[CH:5]=[N:4][CH:3]=2)[CH2:10][CH2:11]1, predict the reactants needed to synthesize it. The reactants are: Cl[C:2]1[N:7]=[C:6]([NH2:8])[CH:5]=[N:4][CH:3]=1.[NH:9]1[CH2:14][CH2:13][O:12][CH2:11][CH2:10]1.